This data is from Full USPTO retrosynthesis dataset with 1.9M reactions from patents (1976-2016). The task is: Predict the reactants needed to synthesize the given product. The reactants are: N(C(C)C)C(C)C.[Li]CCCC.[Cl:13][C:14]1[CH:20]=[CH:19][CH:18]=[CH:17][C:15]=1[NH2:16].[Br:21][C:22]1[C:27]([C:28]([OH:30])=[O:29])=[C:26](F)[C:25]([F:32])=[C:24]([F:33])[CH:23]=1. Given the product [Br:21][C:22]1[C:27]([C:28]([OH:30])=[O:29])=[C:26]([NH:16][C:15]2[CH:17]=[CH:18][CH:19]=[CH:20][C:14]=2[Cl:13])[C:25]([F:32])=[C:24]([F:33])[CH:23]=1, predict the reactants needed to synthesize it.